Dataset: Forward reaction prediction with 1.9M reactions from USPTO patents (1976-2016). Task: Predict the product of the given reaction. (1) The product is: [Si:10]([O:9][CH2:8][C:7]1[C:3]([CH2:2][NH:1][S:64]([C:59]2[CH:60]=[CH:61][CH:62]=[CH:63][C:58]=2[N+:55]([O-:57])=[O:56])(=[O:65])=[O:66])=[N:4][N:5]([CH2:27][C@@H:28]2[C@H:31]([NH:32][C:33](=[O:42])[O:34][CH2:35][C:36]3[CH:37]=[CH:38][CH:39]=[CH:40][CH:41]=3)[C:30](=[O:43])[N:29]2[CH2:44][C:45]2[CH:50]=[CH:49][C:48]([O:51][CH3:52])=[CH:47][C:46]=2[O:53][CH3:54])[N:6]=1)([C:23]([CH3:24])([CH3:25])[CH3:26])([C:17]1[CH:18]=[CH:19][CH:20]=[CH:21][CH:22]=1)[C:11]1[CH:16]=[CH:15][CH:14]=[CH:13][CH:12]=1. Given the reactants [NH2:1][CH2:2][C:3]1[C:7]([CH2:8][O:9][Si:10]([C:23]([CH3:26])([CH3:25])[CH3:24])([C:17]2[CH:22]=[CH:21][CH:20]=[CH:19][CH:18]=2)[C:11]2[CH:16]=[CH:15][CH:14]=[CH:13][CH:12]=2)=[N:6][N:5]([CH2:27][C@@H:28]2[C@H:31]([NH:32][C:33](=[O:42])[O:34][CH2:35][C:36]3[CH:41]=[CH:40][CH:39]=[CH:38][CH:37]=3)[C:30](=[O:43])[N:29]2[CH2:44][C:45]2[CH:50]=[CH:49][C:48]([O:51][CH3:52])=[CH:47][C:46]=2[O:53][CH3:54])[N:4]=1.[N+:55]([C:58]1[CH:63]=[CH:62][CH:61]=[CH:60][C:59]=1[S:64](Cl)(=[O:66])=[O:65])([O-:57])=[O:56], predict the reaction product. (2) The product is: [CH2:1]([O:3][C:4](=[O:24])[C:5]1[CH:10]=[C:9]([S:11][C:12]2[C:20]3[C:15](=[CH:16][C:17]([Cl:21])=[CH:18][CH:19]=3)[N:14]([C:26]3[CH:27]=[N:28][N:29]([CH2:31][CH3:32])[CH:30]=3)[C:13]=2[CH3:22])[CH:8]=[C:7]([Br:23])[CH:6]=1)[CH3:2]. Given the reactants [CH2:1]([O:3][C:4](=[O:24])[C:5]1[CH:10]=[C:9]([S:11][C:12]2[C:20]3[C:15](=[CH:16][C:17]([Cl:21])=[CH:18][CH:19]=3)[NH:14][C:13]=2[CH3:22])[CH:8]=[C:7]([Br:23])[CH:6]=1)[CH3:2].Br[C:26]1[CH:27]=[N:28][N:29]([CH2:31][CH3:32])[CH:30]=1, predict the reaction product. (3) The product is: [O:1]1[C:5]2[CH:6]=[CH:7][C:8]([CH:10]([N:14]3[CH2:19][CH2:18][N:17]([CH3:20])[CH2:16][CH2:15]3)[C:11]([NH:61][NH:60][C:55]3[CH:54]=[C:53]([Cl:52])[CH:58]=[C:57]([Cl:59])[CH:56]=3)=[O:13])=[CH:9][C:4]=2[O:3][CH2:2]1. Given the reactants [O:1]1[C:5]2[CH:6]=[CH:7][C:8]([CH:10]([N:14]3[CH2:19][CH2:18][N:17]([CH3:20])[CH2:16][CH2:15]3)[C:11]([OH:13])=O)=[CH:9][C:4]=2[O:3][CH2:2]1.CCN(C(C)C)C(C)C.CN(C(ON1N=NC2C=CC=CC1=2)=[N+](C)C)C.[B-](F)(F)(F)F.[Cl:52][C:53]1[CH:54]=[C:55]([NH:60][NH2:61])[CH:56]=[C:57]([Cl:59])[CH:58]=1.C([O-])(O)=O.[Na+], predict the reaction product. (4) Given the reactants [CH3:1]/[CH:2]=[CH:3]/[C:4]([CH:6]1[C:11]([CH3:13])([CH3:12])[CH2:10][CH:9]=[CH:8][CH:7]1[CH3:14])=[O:5].[SH:15][CH2:16][CH2:17][C:18]([OH:20])=[O:19], predict the reaction product. The product is: [O:5]=[C:4]([CH:6]1[C:11]([CH3:12])([CH3:13])[CH2:10][CH:9]=[CH:8][CH:7]1[CH3:14])[CH2:3][CH:2]([S:15][CH2:16][CH2:17][C:18]([OH:20])=[O:19])[CH3:1]. (5) Given the reactants [CH2:1]([C:3]1[CH:4]=[C:5]([CH:25]=[CH:26][CH:27]=1)[O:6][C:7]1[CH:12]=[CH:11][C:10]([C:13]2[C:18]3=[N:19][S:20](=[O:24])(=[O:23])[CH2:21][CH2:22][N:17]3[CH:16]=[CH:15][CH:14]=2)=[CH:9][CH:8]=1)[CH3:2], predict the reaction product. The product is: [CH2:1]([C:3]1[CH:4]=[C:5]([CH:25]=[CH:26][CH:27]=1)[O:6][C:7]1[CH:8]=[CH:9][C:10]([CH:13]2[C:18]3=[N:19][S:20](=[O:23])(=[O:24])[CH2:21][CH2:22][N:17]3[CH2:16][CH2:15][CH2:14]2)=[CH:11][CH:12]=1)[CH3:2]. (6) Given the reactants [C:1]([N:4]1[C:12]2[C:7](=[CH:8][CH:9]=[CH:10][CH:11]=2)[CH2:6][C:5]1=[O:13])(=[O:3])[CH3:2].O[CH2:15][C:16]1[O:20][C:19]([CH:21]=[O:22])=[CH:18][CH:17]=1.N1CCCCC1, predict the reaction product. The product is: [OH:22][CH2:21][C:19]1[O:20][C:16]([CH:15]=[C:6]2[C:7]3[C:12](=[CH:11][CH:10]=[CH:9][CH:8]=3)[N:4]([C:1](=[O:3])[CH3:2])[C:5]2=[O:13])=[CH:17][CH:18]=1.